This data is from Catalyst prediction with 721,799 reactions and 888 catalyst types from USPTO. The task is: Predict which catalyst facilitates the given reaction. (1) Reactant: [Cl:1][C:2]1[CH:22]=[CH:21][CH:20]=[CH:19][C:3]=1[O:4][C:5]1[CH:6]=[C:7]([CH:16]=[CH:17][CH:18]=1)[CH2:8][N:9]1[CH2:14][CH2:13][CH:12]([NH2:15])[CH2:11][CH2:10]1.C1C=CC2N(O)N=NC=2C=1.CCN=C=NCCCN(C)C.CN1CC[O:48][CH2:47][CH2:46]1. Product: [Cl:1][C:2]1[CH:22]=[CH:21][CH:20]=[CH:19][C:3]=1[O:4][C:5]1[CH:6]=[C:7]([CH:16]=[CH:17][CH:18]=1)[CH2:8][N:9]1[CH2:10][CH2:11][CH:12]([NH:15][C:47](=[O:48])[CH3:46])[CH2:13][CH2:14]1. The catalyst class is: 56. (2) Reactant: [NH2:1][C:2]1[C:7]2=[CH:8][CH:9]=[C:10]([C@H:11]3[C@H:15]([OH:16])[C@H:14]([OH:17])[C@@H:13]([CH2:18][OH:19])[O:12]3)[N:6]2[N:5]=[CH:4][N:3]=1.N1C=CN=C1.Cl[Si:26]([CH:39]([CH3:41])[CH3:40])([CH:36]([CH3:38])[CH3:37])[O:27][Si:28](Cl)([CH:32]([CH3:34])[CH3:33])[CH:29]([CH3:31])[CH3:30].O. Product: [NH2:1][C:2]1[C:7]2=[CH:8][CH:9]=[C:10]([C@@H:11]3[O:12][C@H:13]4[C@@H:14]([O:17][Si:26]([CH:36]([CH3:38])[CH3:37])([CH:39]([CH3:41])[CH3:40])[O:27][Si:28]([CH:32]([CH3:34])[CH3:33])([CH:29]([CH3:30])[CH3:31])[O:19][CH2:18]4)[C@H:15]3[OH:16])[N:6]2[N:5]=[CH:4][N:3]=1. The catalyst class is: 39.